Dataset: Reaction yield outcomes from USPTO patents with 853,638 reactions. Task: Predict the reaction yield, written as a fraction of the theoretical maximum amount of product (1.0 means a 100% yield; for example, 0.34 means a 34% yield). The reactants are C(OC([N:8]1[C:13]2[CH:14]=[C:15]([Cl:21])[C:16]([N:18]([CH3:20])[CH3:19])=[CH:17][C:12]=2[O:11][CH:10]([C:22]([OH:24])=[O:23])[CH2:9]1)=O)(C)(C)C.CCN=C=N[CH2:30][CH2:31][CH2:32][N:33]([CH3:35])[CH3:34].C1C=CC2N([OH:45])N=NC=2C=1.CC[N:48]([CH:52]([CH3:54])C)[CH:49]([CH3:51])C.[F:55][C:56]1[CH:70]=[CH:69][C:59]([CH2:60][C:61]2([CH2:67]O)[CH2:66][CH2:65][NH:64][CH2:63][CH2:62]2)=[CH:58][CH:57]=1.FC(F)(F)[C:73]([OH:75])=O.[CH2:78]([Cl:80])Cl. The catalyst is CN(C=O)C. The product is [Cl:80][C:78]1[C:32]([N:33]([CH3:34])[CH3:35])=[CH:31][C:30]2[O:45][CH:51]([C:73]([N:64]3[CH2:65][CH2:66][C:61]([CH2:67][O:24][C:22]([CH:10]4[CH2:9][NH:8][C:13]5[CH:14]=[C:15]([Cl:21])[C:16]([N:18]([CH3:19])[CH3:20])=[CH:17][C:12]=5[O:11]4)=[O:23])([CH2:60][C:59]4[CH:69]=[CH:70][C:56]([F:55])=[CH:57][CH:58]=4)[CH2:62][CH2:63]3)=[O:75])[CH2:49][NH:48][C:52]=2[CH:54]=1. The yield is 0.590.